From a dataset of HIV replication inhibition screening data with 41,000+ compounds from the AIDS Antiviral Screen. Binary Classification. Given a drug SMILES string, predict its activity (active/inactive) in a high-throughput screening assay against a specified biological target. The compound is CC(C#N)NCc1ccccc1. The result is 0 (inactive).